Dataset: Forward reaction prediction with 1.9M reactions from USPTO patents (1976-2016). Task: Predict the product of the given reaction. (1) Given the reactants [Br:1][C:2]1[CH:3]=[CH:4][C:5]([OH:24])=[C:6]([C:8]2[CH:13]=[CH:12][CH:11]=[CH:10][C:9]=2[C:14]2[N:19]=[C:18]([C:20]([O:22][CH3:23])=[O:21])[CH:17]=[CH:16][CH:15]=2)[CH:7]=1.C(=O)([O-])[O-].[K+].[K+].Br[CH2:32][C:33]([CH3:35])=[CH2:34], predict the reaction product. The product is: [Br:1][C:2]1[CH:3]=[CH:4][C:5]([O:24][CH2:34][C:33]([CH3:35])=[CH2:32])=[C:6]([C:8]2[CH:13]=[CH:12][CH:11]=[CH:10][C:9]=2[C:14]2[N:19]=[C:18]([C:20]([O:22][CH3:23])=[O:21])[CH:17]=[CH:16][CH:15]=2)[CH:7]=1. (2) Given the reactants [Cl:1][C:2]1[CH:7]=[CH:6][CH:5]=[C:4]([Cl:8])[C:3]=1[N:9]1[C:13](=[O:14])[NH:12][C:11]([C:15]2[CH:20]=[CH:19][C:18](I)=[C:17]([O:22][CH3:23])[CH:16]=2)=[N:10]1.[Cl:24][C:25]1[CH:30]=[C:29]([C:31]([F:34])([F:33])[F:32])[CH:28]=[CH:27][C:26]=1[C:35]#[CH:36].CCCC[N+](CCCC)(CCCC)CCCC.[F-], predict the reaction product. The product is: [Cl:24][C:25]1[CH:30]=[C:29]([C:31]([F:32])([F:33])[F:34])[CH:28]=[CH:27][C:26]=1[C:35]#[C:36][C:18]1[CH:19]=[CH:20][C:15]([C:11]2[NH:12][C:13](=[O:14])[N:9]([C:3]3[C:2]([Cl:1])=[CH:7][CH:6]=[CH:5][C:4]=3[Cl:8])[N:10]=2)=[CH:16][C:17]=1[O:22][CH3:23]. (3) Given the reactants [CH:1]1[C:10]2[CH:9]=[CH:8][CH:7]=[C:6]([OH:11])[C:5]=2[CH:4]=[CH:3][N:2]=1.[C:12](O)(=[O:14])[CH3:13], predict the reaction product. The product is: [C:12]([O:11][C:6]1[C:5]2[CH2:4][CH2:3][NH:2][CH2:1][C:10]=2[CH:9]=[CH:8][CH:7]=1)(=[O:14])[CH3:13].